The task is: Regression. Given two drug SMILES strings and cell line genomic features, predict the synergy score measuring deviation from expected non-interaction effect.. This data is from NCI-60 drug combinations with 297,098 pairs across 59 cell lines. (1) Drug 1: CC1OCC2C(O1)C(C(C(O2)OC3C4COC(=O)C4C(C5=CC6=C(C=C35)OCO6)C7=CC(=C(C(=C7)OC)O)OC)O)O. Drug 2: CN(CC1=CN=C2C(=N1)C(=NC(=N2)N)N)C3=CC=C(C=C3)C(=O)NC(CCC(=O)O)C(=O)O. Cell line: NCI-H322M. Synergy scores: CSS=-2.90, Synergy_ZIP=1.01, Synergy_Bliss=-3.66, Synergy_Loewe=-8.12, Synergy_HSA=-7.32. (2) Drug 1: CS(=O)(=O)CCNCC1=CC=C(O1)C2=CC3=C(C=C2)N=CN=C3NC4=CC(=C(C=C4)OCC5=CC(=CC=C5)F)Cl. Drug 2: CCCCC(=O)OCC(=O)C1(CC(C2=C(C1)C(=C3C(=C2O)C(=O)C4=C(C3=O)C=CC=C4OC)O)OC5CC(C(C(O5)C)O)NC(=O)C(F)(F)F)O. Cell line: CCRF-CEM. Synergy scores: CSS=52.1, Synergy_ZIP=7.45, Synergy_Bliss=13.4, Synergy_Loewe=-11.5, Synergy_HSA=5.19. (3) Drug 1: C1=NC(=NC(=O)N1C2C(C(C(O2)CO)O)O)N. Drug 2: CN(C(=O)NC(C=O)C(C(C(CO)O)O)O)N=O. Cell line: A498. Synergy scores: CSS=9.04, Synergy_ZIP=-1.61, Synergy_Bliss=0.440, Synergy_Loewe=-11.2, Synergy_HSA=-2.13.